From a dataset of Forward reaction prediction with 1.9M reactions from USPTO patents (1976-2016). Predict the product of the given reaction. Given the reactants [C:1]([O:5][C:6]([N:8]1[CH2:13][CH2:12][CH:11]([CH2:14][CH2:15][C:16]([N:18]2[CH2:23][CH2:22][CH2:21][C@@H:20]([C:24](=[O:39])[NH:25][C@H:26]([C:32]3[CH:33]=[N:34][CH:35]=[C:36]([OH:38])[CH:37]=3)[CH2:27][C:28]([O:30][CH3:31])=[O:29])[CH2:19]2)=[O:17])[CH2:10][CH2:9]1)=[O:7])([CH3:4])([CH3:3])[CH3:2].C(=O)([O-])[O-].[Cs+].[Cs+].CC1C=CC(S(O[CH2:57][CH2:58][O:59][CH2:60][CH2:61][O:62][CH2:63][CH2:64][F:65])(=O)=O)=CC=1.C1(C)C=CC=CC=1, predict the reaction product. The product is: [F:65][CH2:64][CH2:63][O:62][CH2:61][CH2:60][O:59][CH2:58][CH2:57][O:38][C:36]1[CH:37]=[C:32]([C@@H:26]([NH:25][C:24]([C@@H:20]2[CH2:21][CH2:22][CH2:23][N:18]([C:16](=[O:17])[CH2:15][CH2:14][CH:11]3[CH2:10][CH2:9][N:8]([C:6]([O:5][C:1]([CH3:4])([CH3:2])[CH3:3])=[O:7])[CH2:13][CH2:12]3)[CH2:19]2)=[O:39])[CH2:27][C:28]([O:30][CH3:31])=[O:29])[CH:33]=[N:34][CH:35]=1.